This data is from Peptide-MHC class II binding affinity with 134,281 pairs from IEDB. The task is: Regression. Given a peptide amino acid sequence and an MHC pseudo amino acid sequence, predict their binding affinity value. This is MHC class II binding data. (1) The peptide sequence is KVITALTERLYVGGPMHNSK. The MHC is DRB1_0802 with pseudo-sequence DRB1_0802. The binding affinity (normalized) is 0.246. (2) The peptide sequence is ERIFKRFDTNGDGKI. The MHC is HLA-DQA10301-DQB10302 with pseudo-sequence HLA-DQA10301-DQB10302. The binding affinity (normalized) is 0.0298. (3) The peptide sequence is SLIYRRRLMKQDFSV. The MHC is DRB1_0901 with pseudo-sequence DRB1_0901. The binding affinity (normalized) is 0. (4) The peptide sequence is LEDYDTLGTLCNSTE. The MHC is DRB1_0301 with pseudo-sequence DRB1_0301. The binding affinity (normalized) is 0. (5) The peptide sequence is AAATAGTHVYGAFAA. The MHC is HLA-DPA10103-DPB10601 with pseudo-sequence HLA-DPA10103-DPB10601. The binding affinity (normalized) is 0. (6) The peptide sequence is IIELFTAKGFTVQEM. The MHC is DRB1_1201 with pseudo-sequence DRB1_1201. The binding affinity (normalized) is 0.769. (7) The peptide sequence is VVIEELFNRIPETSV. The MHC is HLA-DQA10501-DQB10201 with pseudo-sequence HLA-DQA10501-DQB10201. The binding affinity (normalized) is 0.198.